Predict which catalyst facilitates the given reaction. From a dataset of Catalyst prediction with 721,799 reactions and 888 catalyst types from USPTO. Reactant: [C:1]([C:4]1[CH:5]=[C:6]([CH:9]=[CH:10][C:11]=1[OH:12])[C:7]#[N:8])(=[O:3])[CH3:2].N1C=CC=CC=1.[F:19][C:20]([F:33])([F:32])[S:21](O[S:21]([C:20]([F:33])([F:32])[F:19])(=[O:23])=[O:22])(=[O:23])=[O:22]. Product: [F:19][C:20]([F:33])([F:32])[S:21]([O:12][C:11]1[CH:10]=[CH:9][C:6]([C:7]#[N:8])=[CH:5][C:4]=1[C:1](=[O:3])[CH3:2])(=[O:23])=[O:22]. The catalyst class is: 4.